Dataset: Reaction yield outcomes from USPTO patents with 853,638 reactions. Task: Predict the reaction yield, written as a fraction of the theoretical maximum amount of product (1.0 means a 100% yield; for example, 0.34 means a 34% yield). (1) The product is [N:24]12[CH2:27][CH2:28][CH:38]([CH2:26][CH2:25]1)[C@@:23]1([O:45][C:44]([NH:43][C:46]3[S:9][C:10]4[CH:16]=[C:15]([NH:17][C:18](=[O:20])[CH3:19])[CH:14]=[CH:13][C:11]=4[N:12]=3)=[N:32][CH2:29]1)[CH2:22]2. The reactants are N1(C(=S)NC2[S:9][C:10]3[CH:16]=[C:15]([NH:17][C:18](=[O:20])[CH3:19])[CH:14]=[CH:13][C:11]=3[N:12]=2)C=CN=C1.[CH2:22]([N:24]([CH2:27][CH3:28])[CH2:25][CH3:26])[CH3:23].[CH:29]([N:32]=C=NC(C)C)(C)C.[CH:38](Cl)(Cl)Cl.C[N:43]([CH3:46])[CH:44]=[O:45]. The catalyst is O. The yield is 0.412. (2) The reactants are Br[CH:2]1[CH2:8][CH2:7][O:6][C:5]2[CH:9]=[C:10]([F:14])[C:11]([Br:13])=[CH:12][C:4]=2[C:3]1=O.[C:16]([C:19]([O:21][CH2:22][CH3:23])=[O:20])(=[S:18])[NH2:17]. The catalyst is C(O)C.CN1C(=O)CCC1. The product is [CH2:22]([O:21][C:19]([C:16]1[S:18][C:2]2[CH2:8][CH2:7][O:6][C:5]3[CH:9]=[C:10]([F:14])[C:11]([Br:13])=[CH:12][C:4]=3[C:3]=2[N:17]=1)=[O:20])[CH3:23]. The yield is 0.250. (3) The reactants are [C:1]([O:7][CH2:8][CH2:9][CH2:10][C@@H:11]([O:21][Si:22]([C:25]([CH3:28])([CH3:27])[CH3:26])([CH3:24])[CH3:23])[CH2:12][CH:13]([CH3:20])[C:14](N(OC)C)=[O:15])(=[O:6])[C:2]([CH3:5])([CH3:4])[CH3:3].[CH3:29][Mg]Cl. The catalyst is C1COCC1. The product is [C:1]([O:7][CH2:8][CH2:9][CH2:10][C@@H:11]([O:21][Si:22]([C:25]([CH3:28])([CH3:27])[CH3:26])([CH3:24])[CH3:23])[CH2:12][CH:13]([CH3:20])[C:14](=[O:15])[CH3:29])(=[O:6])[C:2]([CH3:5])([CH3:3])[CH3:4]. The yield is 1.00. (4) The reactants are C[O:2][C:3]([C:5]1[O:9][N:8]=[C:7]([O:10][CH2:11][C:12]2[C:13]([C:18]3[CH:23]=[CH:22][CH:21]=[CH:20][CH:19]=3)=[N:14][O:15][C:16]=2[CH3:17])[CH:6]=1)=[O:4].[OH-].[Na+].Cl. The catalyst is O1CCOCC1. The product is [CH3:17][C:16]1[O:15][N:14]=[C:13]([C:18]2[CH:19]=[CH:20][CH:21]=[CH:22][CH:23]=2)[C:12]=1[CH2:11][O:10][C:7]1[CH:6]=[C:5]([C:3]([OH:4])=[O:2])[O:9][N:8]=1. The yield is 0.940. (5) The reactants are C([Sn](CCCC)(CCCC)[C:6]1[N:7]=[CH:8][N:9]([C:11]2[CH:16]=[C:15]([C:17]3[CH:22]=[CH:21][C:20]([C:23]([F:26])([F:25])[F:24])=[CH:19][CH:18]=3)[CH:14]=[C:13]([C:27]([F:30])([F:29])[F:28])[N:12]=2)[CH:10]=1)CCC.[C:39]([NH:43][S:44]([C:47]1[S:51][C:50](Cl)=[N:49][CH:48]=1)(=[O:46])=[O:45])([CH3:42])([CH3:41])[CH3:40].CCCCCCC. The catalyst is C1(C)C=CC=CC=1. The product is [C:39]([NH:43][S:44]([C:47]1[S:51][C:50]([C:6]2[N:7]=[CH:8][N:9]([C:11]3[CH:16]=[C:15]([C:17]4[CH:18]=[CH:19][C:20]([C:23]([F:26])([F:24])[F:25])=[CH:21][CH:22]=4)[CH:14]=[C:13]([C:27]([F:29])([F:28])[F:30])[N:12]=3)[CH:10]=2)=[N:49][CH:48]=1)(=[O:45])=[O:46])([CH3:42])([CH3:40])[CH3:41]. The yield is 0.430. (6) The reactants are [Cl:1][C:2]1[CH:3]=[C:4]([CH:6]=[CH:7][CH:8]=1)[NH2:5].[N:9]([O-])=O.[Na+].O.O.Cl[Sn]Cl.[OH-].[Na+]. The catalyst is Cl.O. The product is [Cl:1][C:2]1[CH:3]=[C:4]([NH:5][NH2:9])[CH:6]=[CH:7][CH:8]=1. The yield is 0.720.